This data is from Reaction yield outcomes from USPTO patents with 853,638 reactions. The task is: Predict the reaction yield, written as a fraction of the theoretical maximum amount of product (1.0 means a 100% yield; for example, 0.34 means a 34% yield). (1) The reactants are [F:1][C:2]1[CH:3]=[C:4]([CH:9]=[CH:10][C:11]=1[O:12][CH:13]([CH3:15])[CH3:14])[C:5]([O:7]C)=[O:6].[OH-].[Na+]. The catalyst is O1CCOCC1. The product is [F:1][C:2]1[CH:3]=[C:4]([CH:9]=[CH:10][C:11]=1[O:12][CH:13]([CH3:15])[CH3:14])[C:5]([OH:7])=[O:6]. The yield is 0.720. (2) The reactants are [OH:1][CH2:2][CH2:3][N:4]1[CH:8]=[C:7]([C:9]2[CH:10]=[C:11]3[C:15](=[CH:16][CH:17]=2)[NH:14][N:13]=[C:12]3[C:18]([O:20][CH3:21])=[O:19])[CH:6]=[N:5]1.[Br:22][C:23]1[CH:24]=[C:25](B(O)O)[CH:26]=[CH:27][CH:28]=1. No catalyst specified. The product is [Br:22][C:23]1[CH:28]=[C:27]([N:14]2[C:15]3[C:11](=[CH:10][C:9]([C:7]4[CH:6]=[N:5][N:4]([CH2:3][CH2:2][OH:1])[CH:8]=4)=[CH:17][CH:16]=3)[C:12]([C:18]([O:20][CH3:21])=[O:19])=[N:13]2)[CH:26]=[CH:25][CH:24]=1. The yield is 0.550. (3) No catalyst specified. The product is [C:1]([O:5][C:6](=[O:20])[NH:7][CH2:8][CH2:9][CH2:10][CH2:11][NH:12][C:13]1[S:14][C:25]([C:24](=[O:27])[C:23]2[CH:28]=[CH:29][CH:30]=[CH:31][C:22]=2[CH3:21])=[CH:16][N:15]=1)([CH3:2])([CH3:3])[CH3:4]. The yield is 0.690. The reactants are [C:1]([O:5][C:6](=[O:20])[NH:7][CH2:8][CH2:9][CH2:10][CH2:11][NH:12][C:13]([N:15]=[CH:16]N(C)C)=[S:14])([CH3:4])([CH3:3])[CH3:2].[CH3:21][C:22]1[CH:31]=[CH:30][CH:29]=[CH:28][C:23]=1[C:24](=[O:27])[CH2:25]Br. (4) The reactants are [F:1][C:2]1[CH:3]=[C:4]([C:9](=[O:11])[CH3:10])[CH:5]=[CH:6][C:7]=1F.[CH3:12][S-:13].[Na+]. The catalyst is C(#N)C. The product is [F:1][C:2]1[CH:3]=[C:4]([C:9](=[O:11])[CH3:10])[CH:5]=[CH:6][C:7]=1[S:13][CH3:12]. The yield is 0.770. (5) The reactants are [NH2:1][C:2]1[N:7]=[CH:6][C:5]([C:8]2[CH:9]=[N:10][N:11]([C:13]([CH3:18])([CH3:17])[C:14](O)=[O:15])[CH:12]=2)=[CH:4][C:3]=1[O:19][CH:20]([C:22]1[C:27]([Cl:28])=[CH:26][CH:25]=[C:24]([F:29])[C:23]=1[Cl:30])[CH3:21].C1C=CC2N(O)N=NC=2C=1.C(Cl)CCl.[CH3:45][N:46]([CH3:51])[CH2:47][CH2:48][CH2:49][NH2:50]. The catalyst is CN(C=O)C. The yield is 0.140. The product is [NH2:1][C:2]1[N:7]=[CH:6][C:5]([C:8]2[CH:9]=[N:10][N:11]([C:13]([CH3:18])([CH3:17])[C:14]([NH:50][CH2:49][CH2:48][CH2:47][N:46]([CH3:51])[CH3:45])=[O:15])[CH:12]=2)=[CH:4][C:3]=1[O:19][CH:20]([C:22]1[C:27]([Cl:28])=[CH:26][CH:25]=[C:24]([F:29])[C:23]=1[Cl:30])[CH3:21]. (6) The reactants are Cl.C(O[C:5]([C:7]1[CH:8]=[C:9]2[C:13](=[CH:14][CH:15]=1)[NH:12][N:11]=[C:10]2[C:16]1[CH:21]=[CH:20][C:19]([F:22])=[CH:18][CH:17]=1)=[NH:6])C.[NH2:23][NH:24][C:25](=O)[CH2:26][N:27]1[CH2:32][CH2:31][CH:30]([OH:33])[CH2:29][CH2:28]1.C[O-].[Na+].Cl. The catalyst is CO. The product is [F:22][C:19]1[CH:18]=[CH:17][C:16]([C:10]2[C:9]3[C:13](=[CH:14][CH:15]=[C:7]([C:5]4[NH:6][C:25]([CH2:26][N:27]5[CH2:32][CH2:31][CH:30]([OH:33])[CH2:29][CH2:28]5)=[N:24][N:23]=4)[CH:8]=3)[NH:12][N:11]=2)=[CH:21][CH:20]=1. The yield is 0.0700.